This data is from Reaction yield outcomes from USPTO patents with 853,638 reactions. The task is: Predict the reaction yield, written as a fraction of the theoretical maximum amount of product (1.0 means a 100% yield; for example, 0.34 means a 34% yield). (1) The reactants are [P:1]([O:44]CC)([O:41]CC)([O:3][C:4]1[CH:9]=[C:8]([F:10])[CH:7]=[C:6]([C:11]2[C:19]3[C:14](=[N:15][CH:16]=[N:17][C:18]=3[NH2:20])[N:13]([CH2:21][C:22]3[N:23]([C:34]4[CH:39]=[CH:38][CH:37]=[CH:36][C:35]=4[CH3:40])[C:24](=[O:33])[C:25]4[C:30]([CH:31]=3)=[CH:29][CH:28]=[CH:27][C:26]=4[CH3:32])[N:12]=2)[CH:5]=1)=[O:2].C[Si](Br)(C)C. The catalyst is CC#N. The product is [P:1]([OH:41])([OH:44])([O:3][C:4]1[CH:9]=[C:8]([F:10])[CH:7]=[C:6]([C:11]2[C:19]3[C:14](=[N:15][CH:16]=[N:17][C:18]=3[NH2:20])[N:13]([CH2:21][C:22]3[N:23]([C:34]4[CH:39]=[CH:38][CH:37]=[CH:36][C:35]=4[CH3:40])[C:24](=[O:33])[C:25]4[C:30]([CH:31]=3)=[CH:29][CH:28]=[CH:27][C:26]=4[CH3:32])[N:12]=2)[CH:5]=1)=[O:2]. The yield is 0.910. (2) The reactants are [NH2:1][C:2]1[NH:3][C:4](=[O:34])[C:5]2[S:10][C:9](=[O:11])[N:8]([C@@H:12]3[O:24][C@H:23]([CH2:25][O:26][Si](C(C)(C)C)(C)C)[C@@H:18]([O:19][C:20](=[O:22])[CH3:21])[C@H:13]3[O:14][C:15](=[O:17])[CH3:16])[C:6]=2[N:7]=1.[F-].C([N+](CCCC)(CCCC)CCCC)CCC. The catalyst is C1COCC1. The product is [NH2:1][C:2]1[NH:3][C:4](=[O:34])[C:5]2[S:10][C:9](=[O:11])[N:8]([C@@H:12]3[O:24][C@H:23]([CH2:25][OH:26])[C@@H:18]([O:19][C:20](=[O:22])[CH3:21])[C@H:13]3[O:14][C:15](=[O:17])[CH3:16])[C:6]=2[N:7]=1. The yield is 0.860.